Predict the reaction yield, written as a fraction of the theoretical maximum amount of product (1.0 means a 100% yield; for example, 0.34 means a 34% yield). From a dataset of Reaction yield outcomes from USPTO patents with 853,638 reactions. (1) The product is [NH2:1][C:2]1[CH:10]=[CH:9][CH:8]=[C:7]2[C:3]=1[CH2:4][N:5]([CH:12]1[CH2:13][CH2:14][C:22](=[O:23])[NH:21][C:17]1=[O:28])[C:6]2=[O:11]. The reactants are [NH2:1][C:2]1[CH:10]=[CH:9][CH:8]=[C:7]2[C:3]=1[CH2:4][N:5]([CH:12]([CH2:17]C(O)=O)[CH2:13][C:14](O)=O)[C:6]2=[O:11].[NH2:21][C:22](N)=[O:23].CN(C)C=[O:28]. The yield is 0.300. No catalyst specified. (2) The reactants are NC1(C2C=CC(C3C(=O)C4C(=CC=C(F)C=4)OC=3C3C=CC=CC=3)=CC=2)CCC1.C(OC(=O)[NH:36][C:37]1([C:41]2[CH:46]=[CH:45][C:44]([C:47]3[C:56](=[O:57])[C:55]4[C:50](=[CH:51][C:52]([O:58][C:59]([F:62])([F:61])[F:60])=[CH:53][CH:54]=4)[O:49][C:48]=3[C:63]3[CH:68]=[CH:67][CH:66]=[CH:65][CH:64]=3)=[CH:43][CH:42]=2)[CH2:40][CH2:39][CH2:38]1)(C)(C)C. No catalyst specified. The product is [NH2:36][C:37]1([C:41]2[CH:46]=[CH:45][C:44]([C:47]3[C:56](=[O:57])[C:55]4[C:50](=[CH:51][C:52]([O:58][C:59]([F:62])([F:60])[F:61])=[CH:53][CH:54]=4)[O:49][C:48]=3[C:63]3[CH:64]=[CH:65][CH:66]=[CH:67][CH:68]=3)=[CH:43][CH:42]=2)[CH2:40][CH2:39][CH2:38]1. The yield is 0.860. (3) The reactants are [Cl:1][C:2]1[CH:7]=[C:6]([Cl:8])[CH:5]=[CH:4][C:3]=1[CH:9]1[N:14]=[C:13]([C:15]2[S:16][CH:17]=[CH:18][N:19]=2)[NH:12][C:11]([CH2:20][N:21]2[CH2:26][CH2:25][O:24][CH2:23][CH:22]2[C:27]([OH:29])=[O:28])=[C:10]1[C:30]([O:32][CH2:33][CH3:34])=[O:31].[C:35]([O:41][CH2:42]Cl)(=[O:40])[C:36]([CH3:39])([CH3:38])[CH3:37].C(Cl)Cl. The catalyst is CN(C=O)C. The product is [Cl:1][C:2]1[CH:7]=[C:6]([Cl:8])[CH:5]=[CH:4][C:3]=1[CH:9]1[N:14]=[C:13]([C:15]2[S:16][CH:17]=[CH:18][N:19]=2)[NH:12][C:11]([CH2:20][N:21]2[CH2:26][CH2:25][O:24][CH2:23][CH:22]2[C:27]([O:29][CH2:42][O:41][C:35](=[O:40])[C:36]([CH3:39])([CH3:38])[CH3:37])=[O:28])=[C:10]1[C:30]([O:32][CH2:33][CH3:34])=[O:31]. The yield is 0.620. (4) The reactants are [CH3:1][CH2:2][C:3]([C:6]([O:8][C@@H:9]1[C@@H:14]2[C@@H:15]([CH2:20][CH2:21][C@@H:22](O)[CH2:23][C@@H:24]([OH:29])[CH2:25][C:26]([O-:28])=[O:27])[C@@H:16]([CH3:19])[CH:17]=[CH:18][C:13]2=[CH:12][C@H:11]([CH3:31])[CH2:10]1)=O)([CH3:5])[CH3:4].[NH4+].[OH2:33].C1(C)C=CC(S(O)(=O)=O)=CC=1.S([O-])([O-])(=O)=O.[Mg+2]. The catalyst is C(Cl)(Cl)Cl. The product is [CH3:1][CH2:2][C:3]([C:6]([O:8][C@@H:9]1[C@@H:14]2[C@@H:15]([CH2:20][CH2:21][C@H:22]3[O:28][C:26](=[O:27])[CH2:25][C@H:24]([OH:29])[CH2:23]3)[C@@H:16]([CH3:19])[CH:17]=[CH:18][C:13]2=[CH:12][C@H:11]([CH3:31])[CH2:10]1)=[O:33])([CH3:4])[CH3:5]. The yield is 0.869. (5) The reactants are [CH2:1]([NH:5][CH2:6][CH2:7][CH2:8][Si:9](OC)([O:12][CH3:13])[O:10][CH3:11])[CH2:2][CH2:3][CH3:4].S([O-])([O-])(=O)=O.[NH4+].[NH4+]. No catalyst specified. The product is [CH3:11][O:10][Si:9]1([O:12][CH3:13])[CH2:8][CH2:7][CH2:6][N:5]1[CH2:1][CH2:2][CH2:3][CH3:4]. The yield is 0.446. (6) The reactants are Cl.[NH2:2][C:3]1[C:11]([OH:12])=[C:10]2[C:6]([CH2:7][CH2:8][CH:9]2[CH2:13][CH2:14][NH:15][C:16](=[O:18])[CH3:17])=[CH:5][CH:4]=1.[C:19]1([CH2:25][CH2:26][C:27](Cl)=[O:28])[CH:24]=[CH:23][CH:22]=[CH:21][CH:20]=1.O. The catalyst is N1C=CC=CC=1. The product is [C:16]([NH:15][CH2:14][CH2:13][CH:9]1[C:10]2[C:6](=[CH:5][CH:4]=[C:3]([NH:2][C:27](=[O:28])[CH2:26][CH2:25][C:19]3[CH:24]=[CH:23][CH:22]=[CH:21][CH:20]=3)[C:11]=2[OH:12])[CH2:7][CH2:8]1)(=[O:18])[CH3:17]. The yield is 0.550. (7) The reactants are [CH2:1]([N:8]1[CH2:14][C:13]2[N:15]=[CH:16][C:17](Cl)=[N:18][C:12]=2[O:11][CH2:10][CH2:9]1)[C:2]1[CH:7]=[CH:6][CH:5]=[CH:4][CH:3]=1.[CH3:20][C@@H:21]1[CH2:26][O:25][CH2:24][CH2:23][NH:22]1.CC(C1C=C(C(C)C)C(C2C=CC=CC=2P(C2CCCCC2)C2CCCCC2)=C(C(C)C)C=1)C.CC(C)([O-])C.[Na+]. The catalyst is C1(C)C=CC=CC=1.C1C=CC(/C=C/C(/C=C/C2C=CC=CC=2)=O)=CC=1.C1C=CC(/C=C/C(/C=C/C2C=CC=CC=2)=O)=CC=1.C1C=CC(/C=C/C(/C=C/C2C=CC=CC=2)=O)=CC=1.[Pd].[Pd].O. The product is [CH2:1]([N:8]1[CH2:14][C:13]2[N:15]=[CH:16][C:17]([N:22]3[CH2:23][CH2:24][O:25][CH2:26][C@H:21]3[CH3:20])=[N:18][C:12]=2[O:11][CH2:10][CH2:9]1)[C:2]1[CH:7]=[CH:6][CH:5]=[CH:4][CH:3]=1. The yield is 0.600. (8) The reactants are [Br:1]Br.[Br:3][C:4]1[CH:9]=[CH:8][C:7]([C:10](=[O:12])[CH3:11])=[C:6]([F:13])[CH:5]=1.C(OCC)(=O)C.CCCCCC. The catalyst is C(O)(=O)C.C(Cl)Cl. The product is [Br:1][CH2:11][C:10]([C:7]1[CH:8]=[CH:9][C:4]([Br:3])=[CH:5][C:6]=1[F:13])=[O:12]. The yield is 0.970. (9) The yield is 0.860. The reactants are CO/[N:3]=[C:4]1/[C:5](=O)[N:6]([CH2:11][C:12]2[CH:17]=[CH:16][CH:15]=[CH:14][CH:13]=2)[C:7]([CH3:10])([CH3:9])[CH2:8]/1.[H-].[H-].[H-].[H-].[Li+].[Al+3]. The catalyst is C1COCC1. The product is [CH3:9][C:7]1([CH3:10])[N:6]([CH2:11][C:12]2[CH:17]=[CH:16][CH:15]=[CH:14][CH:13]=2)[CH2:5][CH:4]([NH2:3])[CH2:8]1. (10) The catalyst is C1(C)C=CC=CC=1. The yield is 0.990. The product is [CH3:12][O:11][C:9](=[O:10])[C:3]([NH:15][C:18]([O:44][CH2:37][C:38]1[CH:43]=[CH:42][CH:41]=[CH:40][CH:39]=1)=[O:27])([CH2:1][CH3:2])[CH2:7][CH3:8]. The reactants are [CH2:1]([C:3]([C:9]([O:11][CH3:12])=[O:10])([CH2:7][CH3:8])C([O-])=O)[CH3:2].C([N:15]([CH2:18]C)CC)C.C1(P(N=[N+]=[N-])(C2C=CC=CC=2)=[O:27])C=CC=CC=1.[CH2:37]([OH:44])[C:38]1[CH:43]=[CH:42][CH:41]=[CH:40][CH:39]=1.